Regression. Given a peptide amino acid sequence and an MHC pseudo amino acid sequence, predict their binding affinity value. This is MHC class II binding data. From a dataset of Peptide-MHC class II binding affinity with 134,281 pairs from IEDB. (1) The peptide sequence is GFTRRFKFLLNISYL. The MHC is DRB1_0101 with pseudo-sequence DRB1_0101. The binding affinity (normalized) is 1.00. (2) The peptide sequence is YDKMLANVSTVLTGK. The MHC is DRB1_1602 with pseudo-sequence DRB1_1602. The binding affinity (normalized) is 0.770. (3) The peptide sequence is VIDWLVSNQSVRNRQEGLY. The MHC is HLA-DPA10301-DPB10402 with pseudo-sequence HLA-DPA10301-DPB10402. The binding affinity (normalized) is 0.405. (4) The peptide sequence is AKATAGTTVYGAFAA. The MHC is HLA-DQA10501-DQB10301 with pseudo-sequence HLA-DQA10501-DQB10301. The binding affinity (normalized) is 0.603.